Task: Predict which catalyst facilitates the given reaction.. Dataset: Catalyst prediction with 721,799 reactions and 888 catalyst types from USPTO (1) Reactant: Cl[C:2]1[N:7]=[C:6]([O:8][C:9]2[CH:35]=[CH:34][CH:33]=[CH:32][C:10]=2[CH2:11][NH:12][C:13]([NH:15][C:16]2[N:20]([C:21]3[CH:26]=[CH:25][C:24]([CH3:27])=[CH:23][CH:22]=3)[N:19]=[C:18]([C:28]([CH3:31])([CH3:30])[CH3:29])[CH:17]=2)=[O:14])[CH:5]=[CH:4][N:3]=1.[CH2:36]([N:38]([CH2:43][CH3:44])[CH2:39][CH2:40][CH2:41][NH2:42])[CH3:37].C(=O)([O-])[O-].[Na+].[Na+]. Product: [CH2:36]([N:38]([CH2:43][CH3:44])[CH2:39][CH2:40][CH2:41][NH:42][C:2]1[N:7]=[C:6]([O:8][C:9]2[CH:35]=[CH:34][CH:33]=[CH:32][C:10]=2[CH2:11][NH:12][C:13]([NH:15][C:16]2[N:20]([C:21]3[CH:22]=[CH:23][C:24]([CH3:27])=[CH:25][CH:26]=3)[N:19]=[C:18]([C:28]([CH3:30])([CH3:29])[CH3:31])[CH:17]=2)=[O:14])[CH:5]=[CH:4][N:3]=1)[CH3:37]. The catalyst class is: 8. (2) Reactant: C([O:3][C:4](=[O:30])[CH2:5][C:6]([CH3:29])([CH3:28])[CH2:7][N:8]1[C:25](=[S:26])[N:11]2[C:12]3[CH:13]=[C:14]([C:18]4[CH:23]=[CH:22][C:21]([Cl:24])=[CH:20][CH:19]=4)[O:15][C:16]=3[CH:17]=[C:10]2[C:9]1=[O:27])C.O. Product: [Cl:24][C:21]1[CH:22]=[CH:23][C:18]([C:14]2[O:15][C:16]3[CH:17]=[C:10]4[C:9](=[O:27])[N:8]([CH2:7][C:6]([CH3:28])([CH3:29])[CH2:5][C:4]([OH:30])=[O:3])[C:25](=[S:26])[N:11]4[C:12]=3[CH:13]=2)=[CH:19][CH:20]=1. The catalyst class is: 67. (3) Reactant: [CH2:1]([S:3]([C:6]1[CH:7]=[C:8]([CH:12]([CH:14]2[CH2:19][CH2:18][O:17][CH2:16][CH2:15]2)O)[CH:9]=[CH:10][CH:11]=1)(=[O:5])=[O:4])[CH3:2].C1C=CC(P([N:34]=[N+:35]=[N-:36])(C2C=CC=CC=2)=O)=CC=1.C1CCN2C(=NCCC2)CC1. Product: [N:34]([CH:12]([C:8]1[CH:9]=[CH:10][CH:11]=[C:6]([S:3]([CH2:1][CH3:2])(=[O:5])=[O:4])[CH:7]=1)[CH:14]1[CH2:19][CH2:18][O:17][CH2:16][CH2:15]1)=[N+:35]=[N-:36]. The catalyst class is: 1. (4) Reactant: [I:1][C:2]1[CH:3]=[C:4]([OH:8])[CH:5]=[CH:6][CH:7]=1.CN[C:11]1[N:16]=[C:15]([CH2:17][CH2:18]O)[CH:14]=[CH:13][CH:12]=1.C1(P(C2C=CC=CC=2)C2C=CC=CC=2)C=CC=CC=1.[N:39]([C:46](OCC)=O)=NC(OCC)=O. Product: [I:1][C:2]1[CH:3]=[C:4]([CH:5]=[CH:6][CH:7]=1)[O:8][CH2:18][CH2:17][C:15]1[N:16]=[C:11]([CH2:46][NH2:39])[CH:12]=[CH:13][CH:14]=1. The catalyst class is: 1. (5) Reactant: [CH3:1][S:2]([CH2:5]P(=O)(OCC)OCC)(=[O:4])=[O:3].[Li+].[Cl-].C1CCN2C(=NCCC2)CC1.[Cl:27][C:28]1[CH:33]=[CH:32][C:31]([C:34]([N:41]2[C:49]3[C:44](=[C:45]([CH:50]=O)[CH:46]=[CH:47][CH:48]=3)[CH:43]=[CH:42]2)([CH2:39][CH3:40])[C:35]([O:37][CH3:38])=[O:36])=[CH:30][CH:29]=1. Product: [Cl:27][C:28]1[CH:33]=[CH:32][C:31]([C:34]([N:41]2[C:49]3[C:44](=[C:45](/[CH:50]=[CH:5]/[S:2]([CH3:1])(=[O:3])=[O:4])[CH:46]=[CH:47][CH:48]=3)[CH:43]=[CH:42]2)([CH2:39][CH3:40])[C:35]([O:37][CH3:38])=[O:36])=[CH:30][CH:29]=1. The catalyst class is: 496. (6) Reactant: [NH2:1][CH2:2][CH2:3][CH2:4][OH:5].[CH:6]12[O:15][CH:12]([CH:13]=[CH:14]1)[CH:11]1[CH:7]2[C:8](=O)[O:9][C:10]1=[O:16]. Product: [OH:5][CH2:4][CH2:3][CH2:2][N:1]1[C:8](=[O:9])[CH:7]2[CH:11]([CH:12]3[O:15][CH:6]2[CH:14]=[CH:13]3)[C:10]1=[O:16]. The catalyst class is: 5. (7) Reactant: [NH2:1][C:2]([CH3:37])([CH3:36])[CH2:3][O:4][C:5]1[CH:10]=[CH:9][C:8]([NH:11][C:12]2[CH:17]=[CH:16][C:15]([CH2:18][CH2:19][NH:20][CH2:21][C@@H:22]([C:24]3[CH:33]=[CH:32][C:31]([OH:34])=[C:30]4[C:25]=3[CH:26]=[CH:27][C:28](=[O:35])[NH:29]4)[OH:23])=[CH:14][CH:13]=2)=[CH:7][CH:6]=1.[CH3:38][C:39]1[CH:49]=[CH:48][C:42]([CH:43]=[CH:44][C:45]([OH:47])=[O:46])=[CH:41][CH:40]=1. Product: [CH3:38][C:39]1[CH:49]=[CH:48][C:42]([CH:43]=[CH:44][C:45]([OH:47])=[O:46])=[CH:41][CH:40]=1.[NH2:1][C:2]([CH3:37])([CH3:36])[CH2:3][O:4][C:5]1[CH:10]=[CH:9][C:8]([NH:11][C:12]2[CH:13]=[CH:14][C:15]([CH2:18][CH2:19][NH:20][CH2:21][C@@H:22]([C:24]3[CH:33]=[CH:32][C:31]([OH:34])=[C:30]4[C:25]=3[CH:26]=[CH:27][C:28](=[O:35])[NH:29]4)[OH:23])=[CH:16][CH:17]=2)=[CH:7][CH:6]=1. The catalyst class is: 30.